This data is from Retrosynthesis with 50K atom-mapped reactions and 10 reaction types from USPTO. The task is: Predict the reactants needed to synthesize the given product. (1) Given the product CCCCCN1C(=O)/C(=N\NC(=O)CC(C)(C)C)c2ccc(OC)cc21, predict the reactants needed to synthesize it. The reactants are: CC(C)(C)CC(=O)NN.CCCCCN1C(=O)C(=O)c2ccc(OC)cc21. (2) Given the product CCOC(=O)C1CCN(CCOc2cnc(N[C@H]3C[C@@H](CC)N(C(=O)OCC)c4ccc(C(F)(F)F)cc43)nc2Cc2cc(C(F)(F)F)cc(C(F)(F)F)c2)CC1, predict the reactants needed to synthesize it. The reactants are: CCOC(=O)C1CCNCC1.CCOC(=O)N1c2ccc(C(F)(F)F)cc2[C@@H](Nc2ncc(OCCBr)c(Cc3cc(C(F)(F)F)cc(C(F)(F)F)c3)n2)C[C@H]1CC. (3) The reactants are: COc1cc(OC)c(C(=O)CBr)c(OC)c1.NC(N)=S. Given the product COc1cc(OC)c(-c2csc(N)n2)c(OC)c1, predict the reactants needed to synthesize it. (4) Given the product COCCOC(=O)c1ccc(NS(=O)(=O)c2cc(Cl)sc2Cl)cc1O, predict the reactants needed to synthesize it. The reactants are: COCCO.O=C(O)c1ccc(NS(=O)(=O)c2cc(Cl)sc2Cl)cc1O.